This data is from Full USPTO retrosynthesis dataset with 1.9M reactions from patents (1976-2016). The task is: Predict the reactants needed to synthesize the given product. (1) Given the product [F:10][C:3]1[C:4]([F:9])=[C:5]([OH:8])[CH:6]=[CH:7][C:2]=1/[CH:13]=[CH:12]/[C:11]([O:15][CH2:16][CH3:17])=[O:14], predict the reactants needed to synthesize it. The reactants are: Br[C:2]1[CH:7]=[CH:6][C:5]([OH:8])=[C:4]([F:9])[C:3]=1[F:10].[C:11]([O:15][CH2:16][CH3:17])(=[O:14])[CH:12]=[CH2:13].C1(C)C=CC=CC=1P(C1C=CC=CC=1C)C1C=CC=CC=1C.CCOC(C)=O. (2) Given the product [CH:36]1([NH:1][CH2:2][CH2:3][C@H:4]([NH:12][C:13]2[N:18]=[C:17]([N:19]([CH3:32])[C:20]3[CH:25]=[CH:24][N:23]=[C:22]([C:26]4[CH:31]=[CH:30][CH:29]=[CH:28][CH:27]=4)[N:21]=3)[CH:16]=[CH:15][N:14]=2)[CH2:5][C:6]2[CH:11]=[CH:10][CH:9]=[CH:8][CH:7]=2)[CH2:38][CH2:37]1, predict the reactants needed to synthesize it. The reactants are: [NH2:1][CH2:2][CH2:3][C@H:4]([NH:12][C:13]1[N:18]=[C:17]([N:19]([CH3:32])[C:20]2[CH:25]=[CH:24][N:23]=[C:22]([C:26]3[CH:31]=[CH:30][CH:29]=[CH:28][CH:27]=3)[N:21]=2)[CH:16]=[CH:15][N:14]=1)[CH2:5][C:6]1[CH:11]=[CH:10][CH:9]=[CH:8][CH:7]=1.C(O[C:36]1(O[Si](C)(C)C)[CH2:38][CH2:37]1)C.C([BH3-])#N.[Na+]. (3) The reactants are: O=[CH:2][CH2:3][CH2:4][C:5]1[CH:10]=[C:9]([C:11]2[CH:16]=[CH:15][CH:14]=[C:13]([C:17]([F:20])([F:19])[F:18])[CH:12]=2)[N:8]=[C:7]([C:21]#[N:22])[N:6]=1.Cl.[CH3:24][NH:25][C:26](=[O:29])[CH2:27][NH2:28].C(O)(=O)C.C(O[BH-](OC(=O)C)OC(=O)C)(=O)C.[Na+].[CH3:48][OH:49]. Given the product [F:18][C:17]([F:20])([F:19])[C:48]([OH:29])=[O:49].[CH3:24][NH:25][C:26]([CH2:27][NH:28][CH2:2][CH2:3][CH2:4][C:5]1[CH:10]=[C:9]([C:11]2[CH:16]=[CH:15][CH:14]=[C:13]([C:17]([F:20])([F:19])[F:18])[CH:12]=2)[N:8]=[C:7]([C:21]#[N:22])[N:6]=1)=[O:29].[CH3:24][NH:25][C:26]([CH2:27][NH:28][CH2:2][CH2:3][CH2:4][C:5]1[CH:10]=[C:9]([C:11]2[CH:16]=[CH:15][CH:14]=[C:13]([C:17]([F:20])([F:19])[F:18])[CH:12]=2)[N:8]=[C:7]([C:21]#[N:22])[N:6]=1)=[O:29], predict the reactants needed to synthesize it. (4) Given the product [NH2:15][CH:16]1[C:21](=[O:22])[N:20]2[CH:23]([CH2:31][C:32]3[CH:37]=[CH:36][C:35]([Cl:38])=[CH:34][CH:33]=3)[C:24](=[O:30])[N:25]([CH:27]([CH3:28])[CH3:29])[CH2:26][CH:19]2[N:18]([S:39]([C:42]2[CH:47]=[CH:46][C:45]([Cl:48])=[CH:44][C:43]=2[Cl:49])(=[O:41])=[O:40])[CH2:17]1, predict the reactants needed to synthesize it. The reactants are: C[Si](I)(C)C.C(OC(=O)[NH:15][CH:16]1[C:21](=[O:22])[N:20]2[CH:23]([CH2:31][C:32]3[CH:37]=[CH:36][C:35]([Cl:38])=[CH:34][CH:33]=3)[C:24](=[O:30])[N:25]([CH:27]([CH3:29])[CH3:28])[CH2:26][CH:19]2[N:18]([S:39]([C:42]2[CH:47]=[CH:46][C:45]([Cl:48])=[CH:44][C:43]=2[Cl:49])(=[O:41])=[O:40])[CH2:17]1)C1C=CC=CC=1.CO. (5) Given the product [CH:12]([O:15][C:16]([N:18]1[C:27]2[C:22](=[CH:23][C:24]([C:28]([F:31])([F:30])[F:29])=[CH:25][CH:26]=2)[C@@H:21]([N:32]([CH2:38][C:39]2[CH:44]=[C:43]([C:45]([F:46])([F:47])[F:48])[CH:42]=[C:41]([C:49]([F:50])([F:51])[F:52])[CH:40]=2)[C:33]2[N:34]=[N:35][N:36]([CH2:8][CH:9]3[CH2:11][CH2:10]3)[N:37]=2)[CH2:20][C@H:19]1[CH2:53][CH3:54])=[O:17])([CH3:14])[CH3:13], predict the reactants needed to synthesize it. The reactants are: C(=O)([O-])[O-].[K+].[K+].Br[CH2:8][CH:9]1[CH2:11][CH2:10]1.[CH:12]([O:15][C:16]([N:18]1[C:27]2[C:22](=[CH:23][C:24]([C:28]([F:31])([F:30])[F:29])=[CH:25][CH:26]=2)[C@@H:21]([N:32]([CH2:38][C:39]2[CH:44]=[C:43]([C:45]([F:48])([F:47])[F:46])[CH:42]=[C:41]([C:49]([F:52])([F:51])[F:50])[CH:40]=2)[C:33]2[NH:37][N:36]=[N:35][N:34]=2)[CH2:20][C@H:19]1[CH2:53][CH3:54])=[O:17])([CH3:14])[CH3:13].O. (6) Given the product [CH3:11][C:8]1([CH3:12])[S:7](=[O:14])(=[O:13])[NH:6][CH2:10][CH2:9]1, predict the reactants needed to synthesize it. The reactants are: COC1C=C(OC)C=CC=1C[N:6]1[CH2:10][CH2:9][C:8]([CH3:12])([CH3:11])[S:7]1(=[O:14])=[O:13].FC(F)(F)C(O)=O. (7) Given the product [NH:34]1[CH:33]=[C:37]([C:12]2[N:17]=[C:16]3[N:18]([CH2:21][C:22]4[CH:23]=[C:24]5[C:29](=[CH:30][CH:31]=4)[N:28]=[CH:27][CH:26]=[CH:25]5)[N:19]=[N:20][C:15]3=[CH:14][CH:13]=2)[CH:36]=[N:35]1, predict the reactants needed to synthesize it. The reactants are: FC1C=C([C:12]2[N:17]=[C:16]3[N:18]([CH2:21][C:22]4[CH:23]=[C:24]5[C:29](=[CH:30][CH:31]=4)[N:28]=[CH:27][CH:26]=[CH:25]5)[N:19]=[N:20][C:15]3=[CH:14][CH:13]=2)C=CC=1C(NC)=O.C[C:33]1[C:37](B2OC(C)(C)C(C)(C)O2)=[CH:36][N:35](C(OCCCC)=O)[N:34]=1.C(=O)([O-])[O-].[K+].[K+].CN(C=O)C. (8) Given the product [CH2:6]([O:8][C:9](=[O:10])[C:11]1[CH:16]=[C:15]([C:17]#[N:18])[C:14]([Cl:25])=[N:13][C:12]=1[CH2:20][Cl:21])[CH3:7], predict the reactants needed to synthesize it. The reactants are: CN(C=O)C.[CH2:6]([O:8][C:9]([C:11]1[CH:16]=[C:15]([C:17]#[N:18])[C:14](=O)[NH:13][C:12]=1[CH2:20][Cl:21])=[O:10])[CH3:7].C(Cl)(=O)C([Cl:25])=O. (9) Given the product [CH3:1][S:2]([C:5]1[CH:6]=[CH:7][C:8]([CH2:11][NH2:12])=[N:9][CH:10]=1)(=[O:4])=[O:3], predict the reactants needed to synthesize it. The reactants are: [CH3:1][S:2]([C:5]1[CH:6]=[CH:7][C:8]([C:11]#[N:12])=[N:9][CH:10]=1)(=[O:4])=[O:3].C(OCC)(=O)C.